This data is from Forward reaction prediction with 1.9M reactions from USPTO patents (1976-2016). The task is: Predict the product of the given reaction. Given the reactants [CH3:1][O:2][C:3]1[C:8]([N:9]2[CH2:17][C@@H:16]3[C@@H:11]([CH2:12][CH2:13][CH2:14][NH:15]3)[CH2:10]2)=[C:7]([F:18])[CH:6]=[C:5]2[C:19]([C:21]([C:27]([OH:29])=[O:28])=[CH:22][N:23]([CH:24]3[CH2:26][CH2:25]3)[C:4]=12)=[O:20].Cl.[OH-].[Na+], predict the reaction product. The product is: [CH3:1][O:2][C:3]1[C:8]([N:9]2[CH2:17][C@@H:16]3[C@@H:11]([CH2:12][CH2:13][CH2:14][NH:15]3)[CH2:10]2)=[C:7]([F:18])[CH:6]=[C:5]2[C:19]([C:21]([C:27]([OH:29])=[O:28])=[CH:22][N:23]([CH:24]3[CH2:26][CH2:25]3)[C:4]=12)=[O:20].